From a dataset of CYP3A4 inhibition data for predicting drug metabolism from PubChem BioAssay. Regression/Classification. Given a drug SMILES string, predict its absorption, distribution, metabolism, or excretion properties. Task type varies by dataset: regression for continuous measurements (e.g., permeability, clearance, half-life) or binary classification for categorical outcomes (e.g., BBB penetration, CYP inhibition). Dataset: cyp3a4_veith. (1) The result is 1 (inhibitor). The drug is COC(=O)C/C=C\[C@@H](C)[C@@H](/C=N\OCC[C@H]1C=C[C@H](OC(C)=O)[C@@H](COC(C)=O)O1)NS(=O)(=O)c1ccc(C)cc1. (2) The drug is O=S(=O)(NCc1cccnc1)c1ccc(Cl)nc1. The result is 0 (non-inhibitor). (3) The molecule is NC(=O)c1ncn([C@H]2O[C@@H](CO)[C@@H](O)[C@@H]2O)n1. The result is 0 (non-inhibitor). (4) The molecule is O=C(Cn1nnc2ccccc21)N1CCCCC1. The result is 0 (non-inhibitor). (5) The molecule is COc1cccc(-c2cc(NCc3ccc(OC)cc3OC)ncn2)c1. The result is 1 (inhibitor).